This data is from NCI-60 drug combinations with 297,098 pairs across 59 cell lines. The task is: Regression. Given two drug SMILES strings and cell line genomic features, predict the synergy score measuring deviation from expected non-interaction effect. (1) Drug 1: CS(=O)(=O)C1=CC(=C(C=C1)C(=O)NC2=CC(=C(C=C2)Cl)C3=CC=CC=N3)Cl. Drug 2: CC(C)NC(=O)C1=CC=C(C=C1)CNNC.Cl. Cell line: MCF7. Synergy scores: CSS=0.533, Synergy_ZIP=-1.55, Synergy_Bliss=-1.94, Synergy_Loewe=-5.36, Synergy_HSA=-2.97. (2) Drug 1: CC1=C(C=C(C=C1)NC(=O)C2=CC=C(C=C2)CN3CCN(CC3)C)NC4=NC=CC(=N4)C5=CN=CC=C5. Drug 2: CS(=O)(=O)OCCCCOS(=O)(=O)C. Cell line: SK-OV-3. Synergy scores: CSS=-2.36, Synergy_ZIP=1.60, Synergy_Bliss=0.692, Synergy_Loewe=-3.22, Synergy_HSA=-2.82. (3) Drug 1: CCC1=CC2CC(C3=C(CN(C2)C1)C4=CC=CC=C4N3)(C5=C(C=C6C(=C5)C78CCN9C7C(C=CC9)(C(C(C8N6C)(C(=O)OC)O)OC(=O)C)CC)OC)C(=O)OC.C(C(C(=O)O)O)(C(=O)O)O. Drug 2: CCC1=C2CN3C(=CC4=C(C3=O)COC(=O)C4(CC)O)C2=NC5=C1C=C(C=C5)O. Cell line: SF-539. Synergy scores: CSS=29.1, Synergy_ZIP=-2.57, Synergy_Bliss=-1.96, Synergy_Loewe=-5.54, Synergy_HSA=0.181.